Dataset: Retrosynthesis with 50K atom-mapped reactions and 10 reaction types from USPTO. Task: Predict the reactants needed to synthesize the given product. (1) Given the product Cc1cc(C)cc(C(=O)C(=O)c2cc(F)cc(F)c2)c1, predict the reactants needed to synthesize it. The reactants are: Cc1cc(C)cc(C(O)C(=O)c2cc(F)cc(F)c2)c1. (2) Given the product COc1nc(C)nc(NN)c1Cl, predict the reactants needed to synthesize it. The reactants are: COc1nc(C)nc(Cl)c1Cl.NN. (3) Given the product C=CCc1c(F)c(F)c(COC(=O)[C@@H]2[C@@H](C=C(C)C#N)C2(C)C)c(F)c1F, predict the reactants needed to synthesize it. The reactants are: C=CCc1c(F)c(F)c(CO)c(F)c1F.CC(C#N)=C[C@@H]1[C@@H](C(=O)O)C1(C)C.